From a dataset of Full USPTO retrosynthesis dataset with 1.9M reactions from patents (1976-2016). Predict the reactants needed to synthesize the given product. (1) The reactants are: [CH2:1]([N:4]1[C:12](=[O:13])[C:11]2[C:6](=[N:7][C:8](SC)=[N:9][CH:10]=2)[N:5]1[C:16]1[CH:21]=[CH:20][CH:19]=[CH:18][N:17]=1)[CH:2]=[CH2:3].[CH3:22][C:23]1[CH:24]=[C:25]([CH:27]=[CH:28][C:29]=1[N:30]1[CH2:35][CH2:34][N:33]([CH3:36])[CH2:32][CH2:31]1)[NH2:26]. Given the product [CH3:22][C:23]1[CH:24]=[C:25]([NH:26][C:8]2[N:7]=[C:6]3[N:5]([C:16]4[CH:21]=[CH:20][CH:19]=[CH:18][N:17]=4)[N:4]([CH2:1][C:2]#[CH:3])[C:12](=[O:13])[C:11]3=[CH:10][N:9]=2)[CH:27]=[CH:28][C:29]=1[N:30]1[CH2:31][CH2:32][N:33]([CH3:36])[CH2:34][CH2:35]1, predict the reactants needed to synthesize it. (2) Given the product [N+:22]([C:20]1[CH:19]=[CH:18][C:17]2[C:13]([C:11]#[C:10][Si:7]([CH3:9])([CH3:8])[CH3:6])=[C:14]([C:25]([O:27][CH2:28][CH3:29])=[O:26])[S:15][C:16]=2[CH:21]=1)([O-:24])=[O:23], predict the reactants needed to synthesize it. The reactants are: CN(C=O)C.[CH3:6][Si:7]([C:10]#[CH:11])([CH3:9])[CH3:8].Br[C:13]1[C:17]2[CH:18]=[CH:19][C:20]([N+:22]([O-:24])=[O:23])=[CH:21][C:16]=2[S:15][C:14]=1[C:25]([O:27][CH2:28][CH3:29])=[O:26]. (3) Given the product [Br:8][C:5]1[CH:6]=[CH:7][C:2]([C:20](=[O:30])[C@H:21]([O:23][CH:24]2[CH2:29][CH2:28][CH2:27][CH2:26][O:25]2)[CH3:22])=[N:3][CH:4]=1, predict the reactants needed to synthesize it. The reactants are: Br[C:2]1[CH:7]=[CH:6][C:5]([Br:8])=[CH:4][N:3]=1.C([Li])CCC.O1CCN([C:20](=[O:30])[C@H:21]([O:23][CH:24]2[CH2:29][CH2:28][CH2:27][CH2:26][O:25]2)[CH3:22])CC1.